This data is from Full USPTO retrosynthesis dataset with 1.9M reactions from patents (1976-2016). The task is: Predict the reactants needed to synthesize the given product. (1) Given the product [CH3:1][N:2]1[C:7]([CH3:8])([CH3:9])[CH2:6][CH:5]([O:10][S:21]([CH3:20])(=[O:23])=[O:22])[CH2:4][C:3]1([CH3:12])[CH3:11], predict the reactants needed to synthesize it. The reactants are: [CH3:1][N:2]1[C:7]([CH3:9])([CH3:8])[CH2:6][CH:5]([OH:10])[CH2:4][C:3]1([CH3:12])[CH3:11].C(N(CC)CC)C.[CH3:20][S:21](Cl)(=[O:23])=[O:22]. (2) Given the product [OH:32][CH2:31][C@H:27]1[CH2:28][CH2:29][CH2:30][N:26]1[C:2]1[C:11]2[C:6](=[CH:7][CH:8]=[C:9]([C:12]([OH:14])=[O:13])[CH:10]=2)[N:5]=[C:4]([C:16]([F:19])([F:18])[F:17])[CH:3]=1, predict the reactants needed to synthesize it. The reactants are: Cl[C:2]1[C:11]2[C:6](=[CH:7][CH:8]=[C:9]([C:12]([O:14]C)=[O:13])[CH:10]=2)[N:5]=[C:4]([C:16]([F:19])([F:18])[F:17])[CH:3]=1.C(=O)([O-])[O-].[Cs+].[Cs+].[NH:26]1[CH2:30][CH2:29][CH2:28][C@@H:27]1[CH2:31][OH:32].CN(C)C=O. (3) Given the product [Cl:15][C:16]1[S:17][CH:18]=[C:19]([C:21]2[S:22][CH:23]=[CH:24][C:25]=2[NH:26][C:12](=[O:14])[CH2:11][C:6]2[CH:7]=[CH:8][CH:9]=[C:10]3[C:5]=2[CH:4]=[CH:3][N:2]=[CH:1]3)[N:20]=1, predict the reactants needed to synthesize it. The reactants are: [CH:1]1[C:10]2[C:5](=[C:6]([CH2:11][C:12]([OH:14])=O)[CH:7]=[CH:8][CH:9]=2)[CH:4]=[CH:3][N:2]=1.[Cl:15][C:16]1[S:17][CH:18]=[C:19]([C:21]2[S:22][CH:23]=[CH:24][C:25]=2[NH2:26])[N:20]=1.